From a dataset of Peptide-MHC class I binding affinity with 185,985 pairs from IEDB/IMGT. Regression. Given a peptide amino acid sequence and an MHC pseudo amino acid sequence, predict their binding affinity value. This is MHC class I binding data. (1) The peptide sequence is VVKKLSVIR. The MHC is HLA-A02:03 with pseudo-sequence HLA-A02:03. The binding affinity (normalized) is 0. (2) The MHC is HLA-A11:01 with pseudo-sequence HLA-A11:01. The binding affinity (normalized) is 0.211. The peptide sequence is NSQIFNIISY. (3) The peptide sequence is FRAPNTREL. The MHC is HLA-A02:01 with pseudo-sequence HLA-A02:01. The binding affinity (normalized) is 0.0847. (4) The peptide sequence is VLLGRLNKC. The MHC is HLA-B07:02 with pseudo-sequence HLA-B07:02. The binding affinity (normalized) is 0.0847. (5) The peptide sequence is VYTNAIQYV. The MHC is HLA-A11:01 with pseudo-sequence HLA-A11:01. The binding affinity (normalized) is 0.213. (6) The peptide sequence is HVLSLVFGK. The MHC is HLA-A11:01 with pseudo-sequence HLA-A11:01. The binding affinity (normalized) is 0.820. (7) The peptide sequence is AEAQMSIQL. The MHC is HLA-B44:03 with pseudo-sequence HLA-B44:03. The binding affinity (normalized) is 0.569. (8) The peptide sequence is ETSWHYDQDH. The MHC is HLA-A26:01 with pseudo-sequence HLA-A26:01. The binding affinity (normalized) is 0.0185. (9) The peptide sequence is TVYYGVPV. The MHC is H-2-Kb with pseudo-sequence H-2-Kb. The binding affinity (normalized) is 0.380. (10) The peptide sequence is GTDPYRPSF. The MHC is HLA-A01:01 with pseudo-sequence HLA-A01:01. The binding affinity (normalized) is 0.180.